From a dataset of Full USPTO retrosynthesis dataset with 1.9M reactions from patents (1976-2016). Predict the reactants needed to synthesize the given product. The reactants are: C([O:8][C:9]1[C:14](=[O:15])[N:13]=[C:12]([CH2:16][C:17]2[C:22]([Cl:23])=[CH:21][CH:20]=[CH:19][C:18]=2[Cl:24])[N:11]2[CH2:25][CH2:26][N:27]([CH:30]([CH3:32])[CH3:31])[C:28](=[O:29])[C:10]=12)C1C=CC=CC=1.Cl. Given the product [Cl:23][C:22]1[CH:21]=[CH:20][CH:19]=[C:18]([Cl:24])[C:17]=1[CH2:16][C:12]1[N:11]2[CH2:25][CH2:26][N:27]([CH:30]([CH3:32])[CH3:31])[C:28](=[O:29])[C:10]2=[C:9]([OH:8])[C:14](=[O:15])[N:13]=1, predict the reactants needed to synthesize it.